This data is from Forward reaction prediction with 1.9M reactions from USPTO patents (1976-2016). The task is: Predict the product of the given reaction. (1) Given the reactants [F:1][C:2]1[CH:3]=[C:4]2[C:8](=[CH:9][CH:10]=1)[N:7]([C:11]([C:13]1[CH:14]=[C:15]([N:20]3[CH2:25][CH2:24][CH:23]([N:26]4[C:34]5[C:29](=[N:30][CH:31]=[CH:32][CH:33]=5)[NH:28][C:27]4=[O:35])[CH2:22][CH2:21]3)[NH:16][C:17](=[O:19])[CH:18]=1)=[O:12])[CH2:6][CH2:5]2.[C:36](=O)([O-])[O-].[Cs+].[Cs+].CI, predict the reaction product. The product is: [F:1][C:2]1[CH:3]=[C:4]2[C:8](=[CH:9][CH:10]=1)[N:7]([C:11]([C:13]1[CH:14]=[C:15]([N:20]3[CH2:25][CH2:24][CH:23]([N:26]4[C:34]5[C:29](=[N:30][CH:31]=[CH:32][CH:33]=5)[NH:28][C:27]4=[O:35])[CH2:22][CH2:21]3)[N:16]([CH3:36])[C:17](=[O:19])[CH:18]=1)=[O:12])[CH2:6][CH2:5]2. (2) The product is: [Cl:1][C:2]1[CH:3]=[C:4]([NH:9][C:10]2[N:15]=[C:14]([N:16]3[CH:20]=[CH:19][C:18]([C:21]([F:23])([F:22])[F:24])=[N:17]3)[C:13]([C:25]3[CH:30]=[CH:29][N:28]=[C:27]([C:31]([OH:33])=[O:32])[CH:26]=3)=[CH:12][N:11]=2)[CH:5]=[CH:6][C:7]=1[F:8]. Given the reactants [Cl:1][C:2]1[CH:3]=[C:4]([NH:9][C:10]2[N:15]=[C:14]([N:16]3[CH:20]=[CH:19][C:18]([C:21]([F:24])([F:23])[F:22])=[N:17]3)[C:13]([C:25]3[CH:30]=[CH:29][N:28]=[C:27]([C:31]([O:33]C)=[O:32])[CH:26]=3)=[CH:12][N:11]=2)[CH:5]=[CH:6][C:7]=1[F:8].O.[OH-].[Li+].Cl, predict the reaction product. (3) Given the reactants C([O:8][C@H:9]1[C@H:14]([O:15]CC2C=CC=CC=2)[C@@H:13]([O:23]CC2C=CC=CC=2)[CH:12]([C:31]2[CH:36]=[CH:35][C:34](Cl)=[C:33]([CH2:38][C:39]3[CH:44]=[CH:43][C:42]([O:45][CH2:46][CH3:47])=[CH:41][CH:40]=3)[CH:32]=2)[N:11]([CH3:48])[CH:10]1[CH2:49][O:50]CC1C=CC=CC=1)C1C=CC=CC=1, predict the reaction product. The product is: [CH2:46]([O:45][C:42]1[CH:43]=[CH:44][C:39]([CH2:38][C:33]2[CH:32]=[C:31]([C@H:12]3[C@H:13]([OH:23])[C@@H:14]([OH:15])[C@H:9]([OH:8])[C@@H:10]([CH2:49][OH:50])[N:11]3[CH3:48])[CH:36]=[CH:35][CH:34]=2)=[CH:40][CH:41]=1)[CH3:47]. (4) Given the reactants [C:1]([O:5][C:6](=[O:22])[NH:7][C:8]1[CH:13]=[C:12]([N:14]([CH2:16][CH2:17][O:18][CH3:19])[CH3:15])[C:11]([Cl:20])=[CH:10][C:9]=1[NH2:21])([CH3:4])([CH3:3])[CH3:2].C([O:27][C:28](=O)[CH2:29][C:30]([C:32]1[CH:37]=[CH:36][N:35]=[C:34]([C:38]2[O:42][N:41]=[C:40]([CH3:43])[CH:39]=2)[CH:33]=1)=[O:31])(C)(C)C, predict the reaction product. The product is: [C:1]([O:5][C:6](=[O:22])[NH:7][C:8]1[CH:13]=[C:12]([N:14]([CH2:16][CH2:17][O:18][CH3:19])[CH3:15])[C:11]([Cl:20])=[CH:10][C:9]=1[NH:21][C:28](=[O:27])[CH2:29][C:30]([C:32]1[CH:37]=[CH:36][N:35]=[C:34]([C:38]2[O:42][N:41]=[C:40]([CH3:43])[CH:39]=2)[CH:33]=1)=[O:31])([CH3:4])([CH3:2])[CH3:3].